Dataset: Catalyst prediction with 721,799 reactions and 888 catalyst types from USPTO. Task: Predict which catalyst facilitates the given reaction. (1) Reactant: Br[CH2:2][C:3]1[C:8]([CH3:9])=[CH:7][CH:6]=[CH:5][C:4]=1[N:10]1[C:14](=[O:15])[N:13]([CH3:16])[N:12]=[N:11]1.[Br:17][C:18]1[C:23]([CH3:24])=[CH:22][C:21]([OH:25])=[C:20]([CH3:26])[CH:19]=1.C(=O)([O-])[O-].[K+].[K+].C(#N)C. Product: [Br:17][C:18]1[C:23]([CH3:24])=[CH:22][C:21]([O:25][CH2:2][C:3]2[C:8]([CH3:9])=[CH:7][CH:6]=[CH:5][C:4]=2[N:10]2[C:14](=[O:15])[N:13]([CH3:16])[N:12]=[N:11]2)=[C:20]([CH3:26])[CH:19]=1. The catalyst class is: 6. (2) Reactant: Cl[C:2](Cl)(Cl)[CH:3]([OH:5])O.S([O-])([O-])(=O)=O.[Na+].[Na+].[CH:15]([C:18]1[CH:24]=[CH:23][CH:22]=[CH:21][C:19]=1[NH2:20])([CH3:17])[CH3:16].Cl.Cl.[NH2:27][OH:28]. Product: [OH:28][N:27]=[CH:2][C:3]([NH:20][C:19]1[CH:21]=[CH:22][CH:23]=[CH:24][C:18]=1[CH:15]([CH3:17])[CH3:16])=[O:5]. The catalyst class is: 6. (3) The catalyst class is: 20. Product: [F:1][C:2]1[CH:3]=[C:4]([CH:8]=[CH:9][C:10]=1[N:11]1[CH2:16][CH2:15][N:14]([CH3:17])[CH2:13][CH2:12]1)[C:5]([NH2:20])=[O:6]. Reactant: [F:1][C:2]1[CH:3]=[C:4]([CH:8]=[CH:9][C:10]=1[N:11]1[CH2:16][CH2:15][N:14]([CH3:17])[CH2:13][CH2:12]1)[C:5](O)=[O:6].C([N:20](CC)CC)C.ClC(OCC(C)C)=O.N. (4) Reactant: [NH2:1][C:2]1[C:10]2[C:9]([C:11]3[CH:16]=[CH:15][C:14]([Cl:17])=[C:13]([Cl:18])[CH:12]=3)=[N:8][C:7](S(C)=O)=[N:6][C:5]=2[S:4][C:3]=1[C:22]([NH2:24])=[O:23].[NH2:25][CH2:26][C:27]([CH3:30])([OH:29])[CH3:28]. Product: [NH2:1][C:2]1[C:10]2[C:9]([C:11]3[CH:16]=[CH:15][C:14]([Cl:17])=[C:13]([Cl:18])[CH:12]=3)=[N:8][C:7]([NH:25][CH2:26][C:27]([OH:29])([CH3:30])[CH3:28])=[N:6][C:5]=2[S:4][C:3]=1[C:22]([NH2:24])=[O:23]. The catalyst class is: 8. (5) The catalyst class is: 6. Product: [CH2:9]([CH:11]1[CH2:15][CH2:14][CH2:13][N:12]1[C:2]1[N:7]=[C:6]([NH2:8])[CH:5]=[CH:4][CH:3]=1)[CH3:10]. Reactant: F[C:2]1[N:7]=[C:6]([NH2:8])[CH:5]=[CH:4][CH:3]=1.[CH2:9]([CH:11]1[CH2:15][CH2:14][CH2:13][NH:12]1)[CH3:10]. (6) Reactant: [CH2:1]([O:8][CH2:9][CH:10]([N:20]1[C:24]2=[N:25][C:26]([CH2:40][CH3:41])=[C:27]([C:29]3[C:30]([O:38][CH3:39])=[N:31][C:32]([CH:35]([CH3:37])[CH3:36])=[CH:33][CH:34]=3)[N:28]=[C:23]2[C:22]([CH3:42])=[N:21]1)[CH2:11][O:12]CC1C=CC=CC=1)[C:2]1[CH:7]=[CH:6][CH:5]=[CH:4][CH:3]=1. Product: [CH2:1]([O:8][CH2:9][CH:10]([N:20]1[C:24]2=[N:25][C:26]([CH2:40][CH3:41])=[C:27]([C:29]3[C:30]([O:38][CH3:39])=[N:31][C:32]([CH:35]([CH3:37])[CH3:36])=[CH:33][CH:34]=3)[N:28]=[C:23]2[C:22]([CH3:42])=[N:21]1)[CH2:11][OH:12])[C:2]1[CH:7]=[CH:6][CH:5]=[CH:4][CH:3]=1.[CH2:40]([C:26]1[N:25]=[C:24]2[N:20]([CH:10]([CH2:11][OH:12])[CH2:9][OH:8])[N:21]=[C:22]([CH3:42])[C:23]2=[N:28][C:27]=1[C:29]1[C:30]([O:38][CH3:39])=[N:31][C:32]([CH:35]([CH3:36])[CH3:37])=[CH:33][CH:34]=1)[CH3:41]. The catalyst class is: 63.